This data is from Forward reaction prediction with 1.9M reactions from USPTO patents (1976-2016). The task is: Predict the product of the given reaction. Given the reactants [OH:1][CH2:2][C:3]12[CH2:10][C:7]([NH:11]C(=O)C)([CH2:8][CH2:9]1)[CH2:6][CH2:5][CH2:4]2, predict the reaction product. The product is: [NH2:11][C:7]12[CH2:10][C:3]([CH2:2][OH:1])([CH2:9][CH2:8]1)[CH2:4][CH2:5][CH2:6]2.